Dataset: Full USPTO retrosynthesis dataset with 1.9M reactions from patents (1976-2016). Task: Predict the reactants needed to synthesize the given product. (1) Given the product [CH2:19]([N:5]1[C:6]2[C:11](=[C:10]([O:13][CH3:14])[CH:9]=[C:8]3[CH2:15][CH2:16][CH2:17][CH2:18][C:7]3=2)[CH:12]=[C:4]1[CH:1]([OH:3])[CH3:2])[C:20]1[CH:21]=[CH:22][CH:23]=[CH:24][CH:25]=1, predict the reactants needed to synthesize it. The reactants are: [C:1]([C:4]1[N:5]([CH2:19][C:20]2[CH:25]=[CH:24][CH:23]=[CH:22][CH:21]=2)[C:6]2[C:11]([CH:12]=1)=[C:10]([O:13][CH3:14])[CH:9]=[C:8]1[CH2:15][CH2:16][CH2:17][CH2:18][C:7]=21)(=[O:3])[CH3:2].[BH4-].[Na+].C(O)(=O)CC(CC(O)=O)(C(O)=O)O. (2) Given the product [F:1][C:2]([F:25])([F:24])[C:3]1[CH:4]=[C:5]([NH:13][C:14](=[O:23])[C:15]2[CH:20]=[C:19]([C:31]#[C:30][Si:27]([CH3:29])([CH3:28])[CH3:26])[CH:18]=[CH:17][C:16]=2[OH:22])[CH:6]=[C:7]([C:9]([F:12])([F:11])[F:10])[CH:8]=1, predict the reactants needed to synthesize it. The reactants are: [F:1][C:2]([F:25])([F:24])[C:3]1[CH:4]=[C:5]([NH:13][C:14](=[O:23])[C:15]2[CH:20]=[C:19](I)[CH:18]=[CH:17][C:16]=2[OH:22])[CH:6]=[C:7]([C:9]([F:12])([F:11])[F:10])[CH:8]=1.[CH3:26][Si:27]([C:30]#[CH:31])([CH3:29])[CH3:28].C(OCC)(=O)C.C(O)(=O)CC(CC(O)=O)(C(O)=O)O. (3) Given the product [Si:1]([O:8][C@H:9]([C:33]1[CH:34]=[N:35][CH:36]=[CH:37][CH:38]=1)[C@H:10]1[CH2:14][CH2:13][C@@H:12]([CH2:15][C:16]2[CH:21]=[CH:20][C:19]([C:22]([O:24][CH3:25])=[O:23])=[CH:18][CH:17]=2)[N:11]1[C:26]([O:28][C:29]([CH3:30])([CH3:32])[CH3:31])=[O:27])([C:4]([CH3:5])([CH3:6])[CH3:7])([CH3:2])[CH3:3], predict the reactants needed to synthesize it. The reactants are: [Si:1]([O:8][C@H:9]([C:33]1[CH:34]=[N:35][C:36](Cl)=[CH:37][CH:38]=1)[C@H:10]1[CH2:14][CH2:13][C@@H:12]([CH2:15][C:16]2[CH:21]=[CH:20][C:19]([C:22]([O:24][CH3:25])=[O:23])=[CH:18][CH:17]=2)[N:11]1[C:26]([O:28][C:29]([CH3:32])([CH3:31])[CH3:30])=[O:27])([C:4]([CH3:7])([CH3:6])[CH3:5])([CH3:3])[CH3:2].C([O-])(=O)C.[K+].